Dataset: Reaction yield outcomes from USPTO patents with 853,638 reactions. Task: Predict the reaction yield, written as a fraction of the theoretical maximum amount of product (1.0 means a 100% yield; for example, 0.34 means a 34% yield). (1) The reactants are [Cu](C#N)C#N.C([Li])CCC.C([SnH](CCCC)CCCC)CCC.[CH2:24]([NH:27][C:28](=[O:34])[O:29][C:30]([CH3:33])([CH3:32])[CH3:31])[C:25]#[CH:26].[Cl-].[NH4+].[OH-].[NH4+]. The catalyst is C1COCC1.ClCCl. The product is [CH2:24]([NH:27][C:28](=[O:34])[O:29][C:30]([CH3:33])([CH3:32])[CH3:31])[CH:25]=[CH2:26]. The yield is 0.630. (2) The reactants are [Br:1][C:2]1[CH:3]=[C:4]([C:8]2[CH:20]=[CH:19][C:11]3[NH:12][C:13](=O)[O:14][C:15]([CH3:17])([CH3:16])[C:10]=3[CH:9]=2)[CH:5]=[CH:6][CH:7]=1.COC1C=CC(P2(SP(C3C=CC(OC)=CC=3)(=S)S2)=[S:30])=CC=1. The catalyst is C1(C)C=CC=CC=1. The product is [Br:1][C:2]1[CH:3]=[C:4]([C:8]2[CH:20]=[CH:19][C:11]3[NH:12][C:13](=[S:30])[O:14][C:15]([CH3:17])([CH3:16])[C:10]=3[CH:9]=2)[CH:5]=[CH:6][CH:7]=1. The yield is 0.610.